This data is from Forward reaction prediction with 1.9M reactions from USPTO patents (1976-2016). The task is: Predict the product of the given reaction. (1) Given the reactants [H-].[Na+].[CH3:3][CH:4]([CH3:16])[C@H:5]([N:8]=CC1C=CC=CC=1)[CH2:6][OH:7].[CH2:17](Br)[CH:18]=[CH2:19].CO, predict the reaction product. The product is: [CH2:19]([O:7][CH2:6][C@@H:5]([NH2:8])[CH:4]([CH3:3])[CH3:16])[CH:18]=[CH2:17]. (2) Given the reactants [F:1][C:2]1[CH:7]=[CH:6][C:5]([N:8]2[C:16]3[C:11](=[CH:12][C:13]([O:17][C@H:18]([C:28]4[CH:33]=[CH:32][C:31]([S:34][CH3:35])=[CH:30][CH:29]=4)[C@@H:19]([NH:21][S:22]([CH:25]4[CH2:27][CH2:26]4)(=[O:24])=[O:23])[CH3:20])=[CH:14][CH:15]=3)[CH:10]=[N:9]2)=[CH:4][CH:3]=1.ClC1C=CC=C(C(OO)=[O:44])C=1, predict the reaction product. The product is: [F:1][C:2]1[CH:7]=[CH:6][C:5]([N:8]2[C:16]3[C:11](=[CH:12][C:13]([O:17][C@H:18]([C:28]4[CH:29]=[CH:30][C:31]([S:34]([CH3:35])=[O:44])=[CH:32][CH:33]=4)[C@@H:19]([NH:21][S:22]([CH:25]4[CH2:26][CH2:27]4)(=[O:24])=[O:23])[CH3:20])=[CH:14][CH:15]=3)[CH:10]=[N:9]2)=[CH:4][CH:3]=1. (3) Given the reactants [CH2:1]([S:4]([CH2:7][C:8]1[CH:13]=[C:12]([NH:14]C(=O)C(F)(F)F)[CH:11]=[CH:10][C:9]=1[S:21](Cl)(=[O:23])=[O:22])(=[O:6])=[O:5])[CH2:2][CH3:3].[NH2:25][C:26]1[CH:27]=[CH:28][C:29]2[CH2:33][O:32][B:31]([OH:34])[C:30]=2[CH:35]=1.N1C=CC=CC=1, predict the reaction product. The product is: [NH2:14][C:12]1[CH:11]=[CH:10][C:9]([S:21]([NH:25][C:26]2[CH:27]=[CH:28][C:29]3[CH2:33][O:32][B:31]([OH:34])[C:30]=3[CH:35]=2)(=[O:22])=[O:23])=[C:8]([CH2:7][S:4]([CH2:1][CH2:2][CH3:3])(=[O:5])=[O:6])[CH:13]=1. (4) Given the reactants [F:1][C:2]1[CH:7]=[CH:6][CH:5]=[CH:4][C:3]=1[C:8](=[N:10][S@@:11]([C:13]([CH3:16])([CH3:15])[CH3:14])=[O:12])[CH3:9].Br[C:18]([F:25])([F:24])[C:19]([O:21][CH2:22][CH3:23])=[O:20].C([Zn]CC)C, predict the reaction product. The product is: [CH3:16][C:13]([CH3:14])([S@:11]([NH:10][C@@:8]([C:3]1[CH:4]=[CH:5][CH:6]=[CH:7][C:2]=1[F:1])([CH3:9])[C:18]([F:25])([F:24])[C:19]([O:21][CH2:22][CH3:23])=[O:20])=[O:12])[CH3:15]. (5) Given the reactants [Cl:1][C:2]1[N:3]=[C:4]2[C:9](=[CH:10][CH:11]=1)[N:8]=[CH:7][C:6]([CH:12]=O)=[C:5]2[NH:14][C:15]1[CH:20]=[CH:19][C:18]([N:21]2[CH2:26][CH2:25][N:24]([C:27]([O:29][C:30]([CH3:33])([CH3:32])[CH3:31])=[O:28])[CH2:23][CH2:22]2)=[C:17]([C:34]([F:37])([F:36])[F:35])[CH:16]=1.[CH3:38][NH2:39].[BH4-].[Na+], predict the reaction product. The product is: [Cl:1][C:2]1[N:3]=[C:4]2[C:9](=[CH:10][CH:11]=1)[N:8]=[CH:7][C:6]([CH2:12][NH:39][CH3:38])=[C:5]2[NH:14][C:15]1[CH:20]=[CH:19][C:18]([N:21]2[CH2:26][CH2:25][N:24]([C:27]([O:29][C:30]([CH3:33])([CH3:31])[CH3:32])=[O:28])[CH2:23][CH2:22]2)=[C:17]([C:34]([F:36])([F:35])[F:37])[CH:16]=1. (6) Given the reactants [CH:1]1[N:2]=[C:3]2[CH2:10][CH:9]=[N:8][C:4]2=[C:5]([NH2:7])[N:6]=1.[CH3:11][C:12]1([CH3:24])[O:16][C@H:15]([C@@H:17]([CH2:21][S:22][CH3:23])[CH2:18][NH:19][CH3:20])[CH2:14][O:13]1.[CH2:25]=O.N, predict the reaction product. The product is: [CH3:11][C:12]1([CH3:24])[O:16][C@H:15]([C@@H:17]([CH2:21][S:22][CH3:23])[CH2:18][N:19]([CH2:25][C:10]2[C:3]3[N:2]=[CH:1][N:6]=[C:5]([NH2:7])[C:4]=3[NH:8][CH:9]=2)[CH3:20])[CH2:14][O:13]1. (7) The product is: [Si:23]([O:40][CH:41]([CH3:45])[C:42](=[S:10])[NH2:44])([C:36]([CH3:39])([CH3:38])[CH3:37])([C:30]1[CH:35]=[CH:34][CH:33]=[CH:32][CH:31]=1)[C:24]1[CH:29]=[CH:28][CH:27]=[CH:26][CH:25]=1. Given the reactants COC1C=CC(P2(=S)SP(=S)(C3C=CC(OC)=CC=3)[S:10]2)=CC=1.[Si:23]([O:40][CH:41]([CH3:45])[C:42]([NH2:44])=O)([C:36]([CH3:39])([CH3:38])[CH3:37])([C:30]1[CH:35]=[CH:34][CH:33]=[CH:32][CH:31]=1)[C:24]1[CH:29]=[CH:28][CH:27]=[CH:26][CH:25]=1, predict the reaction product. (8) Given the reactants [Cl:1][C:2]1[C:3]([OH:14])=[C:4]([CH:9]=[C:10]([O:12]C)[CH:11]=1)[C:5]([O:7]C)=[O:6], predict the reaction product. The product is: [Cl:1][C:2]1[C:3]([OH:14])=[C:4]([CH:9]=[C:10]([OH:12])[CH:11]=1)[C:5]([OH:7])=[O:6].